This data is from Forward reaction prediction with 1.9M reactions from USPTO patents (1976-2016). The task is: Predict the product of the given reaction. (1) The product is: [N:32]1([C:30]([C:25]2[CH:24]=[CH:29][CH:28]=[CH:27][C:26]=2[C:9]2[CH:10]=[CH:11][C:12]([C:15]3[CH:20]=[N:19][C:18]([NH2:21])=[N:17][CH:16]=3)=[N:13][CH:14]=2)=[O:31])[CH2:37][CH2:36][O:35][CH2:34][CH2:33]1. Given the reactants CC1(C)C(C)(C)OB([C:9]2[CH:10]=[CH:11][C:12]([C:15]3[CH:16]=[N:17][C:18]([NH2:21])=[N:19][CH:20]=3)=[N:13][CH:14]=2)O1.Br[C:24]1[CH:29]=[CH:28][CH:27]=[CH:26][C:25]=1[C:30]([N:32]1[CH2:37][CH2:36][O:35][CH2:34][CH2:33]1)=[O:31], predict the reaction product. (2) Given the reactants [CH3:1][N:2]([CH2:13][C:14]1[N:15]=[C:16]2[CH:21]=[CH:20][CH:19]=[C:18]([N:22]3[CH2:27][CH2:26][N:25]([CH3:28])[CH2:24][CH2:23]3)[N:17]2[CH:29]=1)[C@@H:3]1[C:12]2[N:11]=[CH:10][CH:9]=[CH:8][C:7]=2[CH2:6][CH2:5][CH2:4]1.[CH2:30]=[O:31], predict the reaction product. The product is: [CH3:28][N:25]1[CH2:24][CH2:23][N:22]([C:18]2[N:17]3[C:29]([CH2:30][OH:31])=[C:14]([CH2:13][N:2]([CH3:1])[C@@H:3]4[C:12]5[N:11]=[CH:10][CH:9]=[CH:8][C:7]=5[CH2:6][CH2:5][CH2:4]4)[N:15]=[C:16]3[CH:21]=[CH:20][CH:19]=2)[CH2:27][CH2:26]1. (3) The product is: [CH2:44]([O:47][N:48]=[CH:41][C:38]1[CH:37]=[C:36]([C:27]2[C:28]([C:31]([NH:33][CH2:34][CH3:35])=[O:32])=[N:29][O:30][C:26]=2[C:10]2[CH:11]=[C:12]([CH:23]([CH3:24])[CH3:25])[C:13]([O:15][CH2:16][C:17]3[CH:18]=[CH:19][CH:20]=[CH:21][CH:22]=3)=[CH:14][C:9]=2[O:8][CH2:1][C:2]2[CH:7]=[CH:6][CH:5]=[CH:4][CH:3]=2)[O:40][N:39]=1)[CH:45]=[CH2:46]. Given the reactants [CH2:1]([O:8][C:9]1[CH:14]=[C:13]([O:15][CH2:16][C:17]2[CH:22]=[CH:21][CH:20]=[CH:19][CH:18]=2)[C:12]([CH:23]([CH3:25])[CH3:24])=[CH:11][C:10]=1[C:26]1[O:30][N:29]=[C:28]([C:31]([NH:33][CH2:34][CH3:35])=[O:32])[C:27]=1[C:36]1[O:40][N:39]=[C:38]([CH:41]=O)[CH:37]=1)[C:2]1[CH:7]=[CH:6][CH:5]=[CH:4][CH:3]=1.Cl.[CH2:44]([O:47][NH2:48])[CH:45]=[CH2:46], predict the reaction product.